This data is from Full USPTO retrosynthesis dataset with 1.9M reactions from patents (1976-2016). The task is: Predict the reactants needed to synthesize the given product. (1) Given the product [CH3:29][C:24]1[CH:25]=[CH:26][CH:27]=[CH:28][C:23]=1[N:20]1[C:21](=[O:22])[C:11]2=[N:10][N:9]([CH2:8][C:5]3[CH:6]=[N:7][C:2]([N:30]4[CH2:35][CH2:34][O:33][CH2:32][CH2:31]4)=[CH:3][CH:4]=3)[C:18]3[CH:17]=[CH:16][CH:15]=[CH:14][C:13]=3[C:12]2=[N:19]1, predict the reactants needed to synthesize it. The reactants are: Br[C:2]1[N:7]=[CH:6][C:5]([CH2:8][N:9]2[C:18]3[CH:17]=[CH:16][CH:15]=[CH:14][C:13]=3[C:12]3=[N:19][N:20]([C:23]4[CH:28]=[CH:27][CH:26]=[CH:25][C:24]=4[CH3:29])[C:21](=[O:22])[C:11]3=[N:10]2)=[CH:4][CH:3]=1.[NH:30]1[CH2:35][CH2:34][O:33][CH2:32][CH2:31]1.C(=O)([O-])[O-].[K+].[K+].O. (2) Given the product [CH2:20]([O:27][C:28]1[CH:29]=[C:30]([CH:31]=[CH:32][CH:33]=1)[O:34][CH2:50][C@@H:51]1[CH2:55][CH2:54][CH2:53][N:52]1[C:56]([O:58][CH2:59][C:60]1[CH:65]=[CH:64][CH:63]=[CH:62][CH:61]=1)=[O:57])[C:21]1[CH:22]=[CH:23][CH:24]=[CH:25][CH:26]=1, predict the reactants needed to synthesize it. The reactants are: C1(P(C2C=CC=CC=2)C2C=CC=CC=2)C=CC=CC=1.[CH2:20]([O:27][C:28]1[CH:29]=[C:30]([OH:34])[CH:31]=[CH:32][CH:33]=1)[C:21]1[CH:26]=[CH:25][CH:24]=[CH:23][CH:22]=1.N(C(OC(C)C)=O)=NC(OC(C)C)=O.O[CH2:50][C@@H:51]1[CH2:55][CH2:54][CH2:53][N:52]1[C:56]([O:58][CH2:59][C:60]1[CH:65]=[CH:64][CH:63]=[CH:62][CH:61]=1)=[O:57]. (3) Given the product [CH2:15]([O:17][P:18]([CH2:23][CH2:24][NH:1][CH:2]1[CH2:7][CH2:6][N:5]([CH2:8][C:9]2[CH:14]=[CH:13][CH:12]=[CH:11][CH:10]=2)[CH2:4][CH2:3]1)(=[O:22])[O:19][CH2:20][CH3:21])[CH3:16], predict the reactants needed to synthesize it. The reactants are: [NH2:1][CH:2]1[CH2:7][CH2:6][N:5]([CH2:8][C:9]2[CH:14]=[CH:13][CH:12]=[CH:11][CH:10]=2)[CH2:4][CH2:3]1.[CH2:15]([O:17][P:18]([CH2:23][CH2:24]Br)(=[O:22])[O:19][CH2:20][CH3:21])[CH3:16]. (4) Given the product [Cl:13][C:14]1[C:19]([NH:20][C:21]2[C:30]3[C:25](=[CH:26][C:27]([O:39][CH2:9][CH3:10])=[CH:28][C:29]=3[O:31][CH:32]3[CH2:37][CH2:36][N:35]([CH3:38])[CH2:34][CH2:33]3)[N:24]=[CH:23][N:22]=2)=[C:18]2[O:40][CH2:41][O:42][C:17]2=[CH:16][CH:15]=1, predict the reactants needed to synthesize it. The reactants are: N(C(O[C:9](C)(C)[CH3:10])=O)=NC([O-])=O.[Cl:13][C:14]1[C:19]([NH:20][C:21]2[C:30]3[C:25](=[CH:26][C:27]([OH:39])=[CH:28][C:29]=3[O:31][CH:32]3[CH2:37][CH2:36][N:35]([CH3:38])[CH2:34][CH2:33]3)[N:24]=[CH:23][N:22]=2)=[C:18]2[O:40][CH2:41][O:42][C:17]2=[CH:16][CH:15]=1.C1(P(C2C=CC=CC=2)C2C=CC=CC=2)C=CC=CC=1.Cl.N. (5) The reactants are: [Cl:1][C:2]1[N:7]=[C:6]([Cl:8])[CH:5]=[C:4]([C:9]2[CH:14]=[CH:13][CH:12]=[CH:11][CH:10]=2)[N:3]=1.Cl.[NH2:16][CH:17]1[CH2:22][CH2:21][CH:20]([OH:23])[CH2:19][CH2:18]1.C(N(CC)CC)C. Given the product [Cl:1][C:2]1[N:7]=[C:6]([NH:16][CH:17]2[CH2:22][CH2:21][CH:20]([OH:23])[CH2:19][CH2:18]2)[CH:5]=[C:4]([C:9]2[CH:14]=[CH:13][CH:12]=[CH:11][CH:10]=2)[N:3]=1.[Cl:8][C:6]1[CH:5]=[C:4]([C:9]2[CH:14]=[CH:13][CH:12]=[CH:11][CH:10]=2)[N:3]=[C:2]([NH:16][CH:17]2[CH2:22][CH2:21][CH:20]([OH:23])[CH2:19][CH2:18]2)[N:7]=1, predict the reactants needed to synthesize it. (6) Given the product [F:1][C:2]1[CH:7]=[CH:6][C:5]([O:8][CH2:63][CH2:62][F:61])=[CH:4][C:3]=1[C:9]1[CH:14]=[CH:13][N:12]=[C:11]([CH:15]2[CH2:19][CH2:18][C:17]3([CH2:23][CH2:22][N:21]([CH3:24])[C:20]3=[O:25])[NH:16]2)[CH:10]=1, predict the reactants needed to synthesize it. The reactants are: [F:1][C:2]1[CH:7]=[CH:6][C:5]([OH:8])=[CH:4][C:3]=1[C:9]1[CH:14]=[CH:13][N:12]=[C:11]([C@H:15]2[CH2:19][CH2:18][C@@:17]3([CH2:23][CH2:22][N:21]([CH3:24])[C:20]3=[O:25])[NH:16]2)[CH:10]=1.C1(P(C2C=CC=CC=2)C2C=CC=CC=2)C=CC=CC=1.N(C(OC(C)(C)C)=O)=NC(OC(C)(C)C)=O.[F:61][CH2:62][CH2:63]O.